Dataset: Forward reaction prediction with 1.9M reactions from USPTO patents (1976-2016). Task: Predict the product of the given reaction. (1) Given the reactants [CH2:1]([S:3]([C:6]1[CH:11]=[CH:10][C:9]([C:12]2[N:17]=[C:16]([C:18]3[NH:27][C:26](=[O:28])[C:25]4[C:20](=[CH:21][C:22]([O:31][CH3:32])=[CH:23][C:24]=4[O:29][CH3:30])[N:19]=3)[CH:15]=[CH:14][C:13]=2[O:33][CH2:34][CH2:35]O)=[CH:8][CH:7]=1)(=[O:5])=[O:4])[CH3:2].P(Br)(Br)[Br:38], predict the reaction product. The product is: [Br:38][CH2:35][CH2:34][O:33][C:13]1[CH:14]=[CH:15][C:16]([C:18]2[NH:27][C:26](=[O:28])[C:25]3[C:20](=[CH:21][C:22]([O:31][CH3:32])=[CH:23][C:24]=3[O:29][CH3:30])[N:19]=2)=[N:17][C:12]=1[C:9]1[CH:10]=[CH:11][C:6]([S:3]([CH2:1][CH3:2])(=[O:5])=[O:4])=[CH:7][CH:8]=1. (2) The product is: [CH3:22][Si:23]([CH3:26])([CH3:25])[N:7]([Si:23]([CH3:26])([CH3:25])[CH3:22])[CH2:6][CH2:5][O:4][CH2:1][CH2:2][CH2:3][Si:10]([O:13][CH3:14])([O:11][CH3:12])[O:9][CH3:8]. Given the reactants [CH2:1]([O:4][CH2:5][CH2:6][NH2:7])[CH:2]=[CH2:3].[CH3:8][O:9][SiH:10]([O:13][CH3:14])[O:11][CH3:12].C(N(CC)CC)C.[CH3:22][Si:23]([CH3:26])([CH3:25])Cl, predict the reaction product. (3) Given the reactants [CH3:1][O:2][C:3]1[C:8]([CH2:9]O)=[CH:7][CH:6]=[CH:5][N:4]=1.C1(P(C2C=CC=CC=2)C2C=CC=CC=2)C=CC=CC=1.C(Br)(Br)(Br)[Br:31], predict the reaction product. The product is: [Br:31][CH2:9][C:8]1[C:3]([O:2][CH3:1])=[N:4][CH:5]=[CH:6][CH:7]=1. (4) Given the reactants [Cl:1][C:2]1[CH:10]=[CH:9][C:5]([C:6]([NH2:8])=[O:7])=[CH:4][CH:3]=1.[Cl:11][CH2:12][C:13]([CH2:15]Cl)=O.S(=O)(=O)(O)O, predict the reaction product. The product is: [Cl:11][CH2:12][C:13]1[N:8]=[C:6]([C:5]2[CH:9]=[CH:10][C:2]([Cl:1])=[CH:3][CH:4]=2)[O:7][CH:15]=1. (5) Given the reactants Cl.[NH2:2][CH2:3][C:4](=O)[CH2:5][CH2:6][C:7]([OH:9])=[O:8].[C:11]1([CH3:24])[CH:16]=[CH:15][C:14]([S:17]([CH2:20][C:21](=O)[CH3:22])(=[O:19])=[O:18])=[CH:13][CH:12]=1.C([O-])(=O)C.[Na+].[OH-].[K+], predict the reaction product. The product is: [CH3:22][C:21]1[NH:2][CH:3]=[C:4]([CH2:5][CH2:6][C:7]([OH:9])=[O:8])[C:20]=1[S:17]([C:14]1[CH:13]=[CH:12][C:11]([CH3:24])=[CH:16][CH:15]=1)(=[O:19])=[O:18].